From a dataset of Forward reaction prediction with 1.9M reactions from USPTO patents (1976-2016). Predict the product of the given reaction. Given the reactants [NH2:1][CH2:2][C:3]([N:5]1[C:13]2[C:8](=[CH:9][C:10](/[CH:14]=[CH:15]/[CH:16]([C:21]3[CH:26]=[C:25]([Cl:27])[C:24]([F:28])=[C:23]([Cl:29])[CH:22]=3)[C:17]([F:20])([F:19])[F:18])=[CH:11][CH:12]=2)[CH:7]=[CH:6]1)=[O:4].[F:30][C:31]([F:37])([F:36])[CH2:32][C:33](O)=[O:34].C1CN([P+](ON2N=NC3C=CC=CC2=3)(N2CCCC2)N2CCCC2)CC1.F[P-](F)(F)(F)(F)F.CCN(C(C)C)C(C)C, predict the reaction product. The product is: [Cl:27][C:25]1[CH:26]=[C:21]([CH:16]([C:17]([F:19])([F:20])[F:18])/[CH:15]=[CH:14]/[C:10]2[CH:9]=[C:8]3[C:13](=[CH:12][CH:11]=2)[N:5]([C:3](=[O:4])[CH2:2][NH:1][C:33](=[O:34])[CH2:32][C:31]([F:37])([F:36])[F:30])[CH:6]=[CH:7]3)[CH:22]=[C:23]([Cl:29])[C:24]=1[F:28].